From a dataset of Reaction yield outcomes from USPTO patents with 853,638 reactions. Predict the reaction yield, written as a fraction of the theoretical maximum amount of product (1.0 means a 100% yield; for example, 0.34 means a 34% yield). The reactants are [F:1][C:2]1[CH:3]=[C:4]([CH:22]=[C:23]([F:25])[CH:24]=1)[CH2:5][C@H:6]1[CH2:11][C@H:10]([C:12]2[O:16][NH:15][C:14](=[O:17])[CH:13]=2)[CH2:9][CH2:8][N:7]1[C:18]([O:20][CH3:21])=[O:19].CCCCCCC.CC(O)C. The catalyst is C(#N)C. The product is [F:25][C:23]1[CH:22]=[C:4]([CH:3]=[C:2]([F:1])[CH:24]=1)[CH2:5][C@@H:6]1[CH2:11][C@@H:10]([C:12]2[O:16][NH:15][C:14](=[O:17])[CH:13]=2)[CH2:9][CH2:8][N:7]1[C:18]([O:20][CH3:21])=[O:19].[F:25][C:23]1[CH:22]=[C:4]([CH:3]=[C:2]([F:1])[CH:24]=1)[CH2:5][C@H:6]1[CH2:11][C@H:10]([C:12]2[O:16][NH:15][C:14](=[O:17])[CH:13]=2)[CH2:9][CH2:8][N:7]1[C:18]([O:20][CH3:21])=[O:19]. The yield is 0.380.